From a dataset of Forward reaction prediction with 1.9M reactions from USPTO patents (1976-2016). Predict the product of the given reaction. Given the reactants [C:1]([CH2:3][NH:4][C:5]([C@@H:7]1[CH2:11][CH2:10][CH2:9][C@H:8]1[C:12](O)=[O:13])=[O:6])#[N:2].CN1CCOCC1.ClC(OCC(C)C)=O.[BH4-].[Na+], predict the reaction product. The product is: [C:1]([CH2:3][NH:4][C:5]([C@@H:7]1[CH2:11][CH2:10][CH2:9][C@H:8]1[CH2:12][OH:13])=[O:6])#[N:2].